Dataset: Full USPTO retrosynthesis dataset with 1.9M reactions from patents (1976-2016). Task: Predict the reactants needed to synthesize the given product. Given the product [OH:1][C@@H:2]1[C@H:6]([OH:7])[C@@H:5]([CH2:8][OH:9])[O:4][C@H:3]1[N:10]1[CH:18]=[N:17][C:16]2[C:11]1=[N:12][C:13]([N:20]1[CH:24]=[C:23]([C:25]([NH:31][CH3:30])=[O:27])[CH:22]=[N:21]1)=[N:14][C:15]=2[NH2:19], predict the reactants needed to synthesize it. The reactants are: [OH:1][C@@H:2]1[C@H:6]([OH:7])[C@@H:5]([CH2:8][OH:9])[O:4][C@H:3]1[N:10]1[CH:18]=[N:17][C:16]2[C:11]1=[N:12][C:13]([N:20]1[CH:24]=[C:23]([C:25]([O:27]CC)=O)[CH:22]=[N:21]1)=[N:14][C:15]=2[NH2:19].[CH3:30][NH2:31].